Dataset: Forward reaction prediction with 1.9M reactions from USPTO patents (1976-2016). Task: Predict the product of the given reaction. (1) Given the reactants [CH:1]1[C:9]2[C:8]3[CH:10]=[CH:11][CH:12]=[CH:13][C:7]=3[S:6][C:5]=2[C:4](B(O)O)=[CH:3][CH:2]=1.[Br:17][C:18]1[CH:23]=[C:22]([Cl:24])[CH:21]=[C:20](Br)[CH:19]=1.C([O-])([O-])=O.[K+].[K+], predict the reaction product. The product is: [Br:17][C:18]1[CH:19]=[C:20]([C:4]2[C:5]3[S:6][C:7]4[CH:13]=[CH:12][CH:11]=[CH:10][C:8]=4[C:9]=3[CH:1]=[CH:2][CH:3]=2)[CH:21]=[C:22]([Cl:24])[CH:23]=1. (2) The product is: [Cl:11][C:4]1[CH:3]=[C:2]([C:17]2[O:18][CH:19]=[CH:20][CH:21]=2)[N:7]=[C:6]2[CH2:8][CH2:9][CH2:10][C:5]=12. Given the reactants Cl[C:2]1[N:7]=[C:6]2[CH2:8][CH2:9][CH2:10][C:5]2=[C:4]([Cl:11])[CH:3]=1.C([Sn](CCCC)(CCCC)[C:17]1[O:18][CH:19]=[CH:20][CH:21]=1)CCC, predict the reaction product. (3) Given the reactants [C:1]([C:4]1[CH:13]([C:14]2[CH:19]=[CH:18][C:17]([N+:20]([O-:22])=[O:21])=[CH:16][C:15]=2[C:23]([F:26])([F:25])[F:24])[C:12]2[C:11](=[O:27])[NH:10][CH:9]=[CH:8][C:7]=2[NH:6][C:5]=1[CH3:28])(=[O:3])[CH3:2].FC(F)(F)S(O[CH2:35][CH3:36])(=O)=O.CO, predict the reaction product. The product is: [CH2:35]([O:27][C:11]1[N:10]=[CH:9][CH:8]=[C:7]2[C:12]=1[CH:13]([C:14]1[CH:19]=[CH:18][C:17]([N+:20]([O-:22])=[O:21])=[CH:16][C:15]=1[C:23]([F:26])([F:25])[F:24])[C:4]([C:1](=[O:3])[CH3:2])=[C:5]([CH3:28])[NH:6]2)[CH3:36].